This data is from Full USPTO retrosynthesis dataset with 1.9M reactions from patents (1976-2016). The task is: Predict the reactants needed to synthesize the given product. (1) Given the product [C:54]([CH:29]1[NH:28][CH2:27][C:26]2[S:25][C:24]([C:22]([N:19]3[CH2:18][CH2:17][N:16]([S:13]([C:8]4[CH:7]=[CH:6][C:5]5[C:10](=[CH:11][CH:12]=[C:3]([Cl:2])[CH:4]=5)[CH:9]=4)(=[O:14])=[O:15])[CH2:21][CH2:20]3)=[O:23])=[N:32][C:31]=2[CH2:30]1)(=[O:55])[NH2:51], predict the reactants needed to synthesize it. The reactants are: Cl.[Cl:2][C:3]1[CH:4]=[C:5]2[C:10](=[CH:11][CH:12]=1)[CH:9]=[C:8]([S:13]([N:16]1[CH2:21][CH2:20][N:19]([C:22]([C:24]3[S:25][C:26]4[CH2:27][NH:28][CH2:29][CH2:30][C:31]=4[N:32]=3)=[O:23])[CH2:18][CH2:17]1)(=[O:15])=[O:14])[CH:7]=[CH:6]2.Cl.ClC1C=C2C(=CC=1)C=C(S(N1CC[N:51]([C:54](C3SC4C(C=NO)NC(N)CC=4N=3)=[O:55])CC1)(=O)=O)C=C2. (2) Given the product [NH2:1][C:2]1[C:7]([C:8]#[N:9])=[CH:6][N:5]=[C:4]([NH:23][C:22]2[CH:24]=[CH:25][C:19]([S:16](=[O:18])(=[O:17])[NH:15][CH2:14][C:13]([CH3:26])([CH3:27])[CH2:12][OH:11])=[CH:20][CH:21]=2)[N:3]=1, predict the reactants needed to synthesize it. The reactants are: [NH2:1][C:2]1[C:7]([C:8]#[N:9])=[CH:6][N:5]=[C:4](Cl)[N:3]=1.[OH:11][CH2:12][C:13]([CH3:27])([CH3:26])[CH2:14][NH:15][S:16]([C:19]1[CH:25]=[CH:24][C:22]([NH2:23])=[CH:21][CH:20]=1)(=[O:18])=[O:17]. (3) Given the product [CH3:22][C:18]1[C:17]([C:11]2[S:10][C:9]([C:2]3[S:1][C:5]([C:6](=[O:8])[CH3:7])=[CH:4][CH:3]=3)=[CH:13][CH:12]=2)=[N:16][C:15]([NH:23][CH:24]2[CH2:25][C:26]([CH3:33])([CH3:32])[NH:27][C:28]([CH3:31])([CH3:30])[CH2:29]2)=[N:20][CH:19]=1, predict the reactants needed to synthesize it. The reactants are: [S:1]1[C:5]([C:6](=[O:8])[CH3:7])=[CH:4][CH:3]=[C:2]1[C:9]1[S:10][CH:11]=[CH:12][CH:13]=1.Cl[C:15]1[N:20]=[C:19](Cl)[C:18]([CH3:22])=[CH:17][N:16]=1.[NH2:23][CH:24]1[CH2:29][C:28]([CH3:31])([CH3:30])[NH:27][C:26]([CH3:33])([CH3:32])[CH2:25]1. (4) Given the product [CH3:42][O:27][C:26]([C:10]1[N:11]([CH2:19][C:20]2[CH:25]=[CH:24][CH:23]=[CH:22][N:21]=2)[C:12]2[C:17]([C:9]=1[C:7](=[O:8])[NH:6][CH2:5][C:4]1[CH:29]=[CH:30][C:31]([F:32])=[C:2]([F:1])[CH:3]=1)=[CH:16][CH:15]=[C:14]([O:18][CH:39]([CH3:41])[CH3:40])[CH:13]=2)=[O:28], predict the reactants needed to synthesize it. The reactants are: [F:1][C:2]1[CH:3]=[C:4]([CH:29]=[CH:30][C:31]=1[F:32])[CH2:5][NH:6][C:7]([C:9]1[C:17]2[C:12](=[CH:13][C:14]([OH:18])=[CH:15][CH:16]=2)[N:11]([CH2:19][C:20]2[CH:25]=[CH:24][CH:23]=[CH:22][N:21]=2)[C:10]=1[C:26]([OH:28])=[O:27])=[O:8].OS(O)(=O)=O.I[CH:39]([CH3:41])[CH3:40].[C:42]([O-])([O-])=O.[K+].[K+]. (5) Given the product [ClH:30].[CH3:29][N:2]([CH3:1])[C:3]1([C:23]2[CH:28]=[CH:27][CH:26]=[CH:25][CH:24]=2)[CH2:8][CH2:7][CH:6]([CH2:9][NH:10][C:11]([NH:13][CH2:14][CH2:15][CH2:16][C:17]2[CH:22]=[CH:21][CH:20]=[CH:19][CH:18]=2)=[O:12])[CH2:5][CH2:4]1.[CH3:29][N:2]([CH3:1])[C:3]1([C:23]2[CH:28]=[CH:27][CH:26]=[CH:25][CH:24]=2)[CH2:8][CH2:7][CH:6]([CH2:9][NH:10][C:11]([NH:13][CH2:14][CH2:15][CH2:16][C:17]2[CH:22]=[CH:21][CH:20]=[CH:19][CH:18]=2)=[O:12])[CH2:5][CH2:4]1, predict the reactants needed to synthesize it. The reactants are: [CH3:1][N:2]([CH3:29])[C:3]1([C:23]2[CH:28]=[CH:27][CH:26]=[CH:25][CH:24]=2)[CH2:8][CH2:7][CH:6]([CH2:9][NH:10][C:11]([NH:13][CH2:14][CH2:15][CH2:16][C:17]2[CH:22]=[CH:21][CH:20]=[CH:19][CH:18]=2)=[O:12])[CH2:5][CH2:4]1.[Cl:30][Si](C)(C)C.C(OCC)C. (6) Given the product [I:7][C:5]1[N:6]=[CH:2][N:3]([CH2:9][CH2:10][N:11]2[CH2:15][CH2:14][CH2:13][CH2:12]2)[CH:4]=1, predict the reactants needed to synthesize it. The reactants are: I[C:2]1[N:3]([CH2:9][CH2:10][N:11]2[CH2:15][CH2:14][CH2:13][CH2:12]2)[C:4](I)=[C:5]([I:7])[N:6]=1.[Li]C(C)(C)C.O. (7) The reactants are: [CH2:1]([C:3]1[CH:8]=[C:7]([C:9]2[CH2:10][CH2:11][NH:12][CH2:13][CH:14]=2)[CH:6]=[CH:5][C:4]=1[N:15]([CH3:26])[C:16]1[N:21]=[CH:20][C:19]2[N:22]=[CH:23][N:24]([CH3:25])[C:18]=2[CH:17]=1)[CH3:2].[S:27]1[C:31]([NH:32][C:33](=[O:41])OC2C=CC=CC=2)=[N:30]C=N1.[CH:42]([N:45](C(C)C)CC)(C)C. Given the product [CH2:1]([C:3]1[CH:8]=[C:7]([C:9]2[CH2:10][CH2:11][N:12]([C:33]([NH:32][C:31]3[S:27][CH:42]=[N:45][N:30]=3)=[O:41])[CH2:13][CH:14]=2)[CH:6]=[CH:5][C:4]=1[N:15]([CH3:26])[C:16]1[N:21]=[CH:20][C:19]2[N:22]=[CH:23][N:24]([CH3:25])[C:18]=2[CH:17]=1)[CH3:2], predict the reactants needed to synthesize it. (8) Given the product [ClH:8].[F:1][C:2]1[CH:10]=[CH:9][C:5]([C:6]([O:19][CH2:13][CH2:12][NH:11][CH3:16])=[O:7])=[CH:4][CH:3]=1, predict the reactants needed to synthesize it. The reactants are: [F:1][C:2]1[CH:10]=[CH:9][C:5]([C:6]([Cl:8])=[O:7])=[CH:4][CH:3]=1.[N:11]1[CH:16]=CC=[CH:13][CH:12]=1.C(OCC)(=[O:19])C. (9) Given the product [C:1]([NH:18][C@H:19]([C:27]([F:38])=[O:29])[CH2:20][C:21]1[CH:26]=[CH:25][CH:24]=[CH:23][CH:22]=1)([O:3][CH2:4][CH:5]1[C:17]2[C:12](=[CH:13][CH:14]=[CH:15][CH:16]=2)[C:11]2[C:6]1=[CH:7][CH:8]=[CH:9][CH:10]=2)=[O:2], predict the reactants needed to synthesize it. The reactants are: [C:1]([NH:18][C@H:19]([C:27]([OH:29])=O)[CH2:20][C:21]1[CH:26]=[CH:25][CH:24]=[CH:23][CH:22]=1)([O:3][CH2:4][CH:5]1[C:17]2[C:12](=[CH:13][CH:14]=[CH:15][CH:16]=2)[C:11]2[C:6]1=[CH:7][CH:8]=[CH:9][CH:10]=2)=[O:2].N1C=CC=CC=1.N1C(F)=NC(F)=NC=1[F:38]. (10) Given the product [O:7]1[C:11]2[CH:12]=[CH:13][C:14]([C:16]3[S:17][CH:18]=[C:19]([C:21]([NH:6][C:3]4[CH:4]=[CH:5][NH:1][N:2]=4)=[O:22])[N:20]=3)=[CH:15][C:10]=2[CH2:9][CH2:8]1, predict the reactants needed to synthesize it. The reactants are: [NH:1]1[CH:5]=[CH:4][C:3]([NH2:6])=[N:2]1.[O:7]1[C:11]2[CH:12]=[CH:13][C:14]([C:16]3[S:17][CH:18]=[C:19]([C:21](O)=[O:22])[N:20]=3)=[CH:15][C:10]=2[CH2:9][CH2:8]1.CN(C(ON1N=NC2C=CC=CC1=2)=[N+](C)C)C.F[P-](F)(F)(F)(F)F.N1C=CC=CC=1.